This data is from Forward reaction prediction with 1.9M reactions from USPTO patents (1976-2016). The task is: Predict the product of the given reaction. Given the reactants [CH3:1][O:2][N:3]=[C:4]1[C:12]2[C:7](=[CH:8][N+:9]([O-])=[CH:10][CH:11]=2)[O:6][CH2:5]1.P(Cl)(Cl)([Cl:16])=O, predict the reaction product. The product is: [CH3:1][O:2][N:3]=[C:4]1[C:12]2[C:7](=[C:8]([Cl:16])[N:9]=[CH:10][CH:11]=2)[O:6][CH2:5]1.